From a dataset of Reaction yield outcomes from USPTO patents with 853,638 reactions. Predict the reaction yield, written as a fraction of the theoretical maximum amount of product (1.0 means a 100% yield; for example, 0.34 means a 34% yield). (1) The reactants are [Br:1][C:2]1[CH:11]=[C:10]2[C:5]([C:6](Cl)=[C:7]([C:13]([NH2:15])=[O:14])[C:8]([CH3:12])=[N:9]2)=[CH:4][CH:3]=1.[NH2:17][C:18]1[CH:19]=[C:20]([CH:26]=[CH:27][CH:28]=1)[C:21]([O:23][CH2:24][CH3:25])=[O:22]. The catalyst is C(O)(=O)C. The product is [NH2:15][C:13]([C:7]1[C:8]([CH3:12])=[N:9][C:10]2[C:5]([C:6]=1[NH:17][C:18]1[CH:19]=[C:20]([CH:26]=[CH:27][CH:28]=1)[C:21]([O:23][CH2:24][CH3:25])=[O:22])=[CH:4][CH:3]=[C:2]([Br:1])[CH:11]=2)=[O:14]. The yield is 0.210. (2) The reactants are [CH2:1]([N:3]=[C:4]=[O:5])[CH3:2].C(N([CH2:11][CH3:12])CC)C.[CH2:13]([NH:20][C@H:21]1[CH2:26][CH2:25][C@@H:24]([C:27]2[CH:32]=[CH:31][C:30]([O:33][Si](C(C)(C)C)(C)C)=[CH:29][C:28]=2[O:41][Si](C(C)(C)C)(C)C)[CH2:23][CH2:22]1)[C:14]1C=CC=[CH:16][CH:15]=1.Cl[CH:50](Cl)C. No catalyst specified. The product is [CH2:13]([N:20]([C@H:21]1[CH2:22][CH2:23][C@@H:24]([C:27]2[CH:32]=[CH:31][C:30]([OH:33])=[CH:29][C:28]=2[OH:41])[CH2:25][CH2:26]1)[C:4]([NH:3][CH2:1][CH3:2])=[O:5])[C:14]1[CH:12]=[CH:11][CH:50]=[CH:16][CH:15]=1. The yield is 0.190. (3) The reactants are [N:12]1[C:14]2[C:5](=[CH:6][CH:7]=[C:8]3[C:13]=2[N:12]=[CH:14][CH:5]=[CH:6]3)[CH:7]=[CH:8][CH:13]=1.[C:15]([O-:18])([O-])=O.[Cs+].[Cs+].I[C:22]1[CH:28]=CC(N)=C[CH:23]=1. The catalyst is [Cu]I.C(O)CCC. The product is [CH2:15]([O:18][C:6]1[CH:5]=[CH:14][C:13]([NH2:12])=[CH:8][CH:7]=1)[CH2:23][CH2:22][CH3:28]. The yield is 0.400. (4) The reactants are [Cl:1][C:2]1[C:7]([O:8][CH3:9])=[CH:6][C:5]([NH:10][C:11]2[C:16]([C:17]#[N:18])=[CH:15][N:14]=[C:13]3[C:19]4[CH:25]=[C:24]([N+:26]([O-])=O)[CH:23]=[CH:22][C:20]=4[S:21][C:12]=23)=[C:4]([CH3:29])[CH:3]=1.[Cl-].[NH4+]. The catalyst is CO.[Fe]. The product is [NH2:26][C:24]1[CH:23]=[CH:22][C:20]2[S:21][C:12]3[C:13](=[N:14][CH:15]=[C:16]([C:17]#[N:18])[C:11]=3[NH:10][C:5]3[CH:6]=[C:7]([O:8][CH3:9])[C:2]([Cl:1])=[CH:3][C:4]=3[CH3:29])[C:19]=2[CH:25]=1. The yield is 0.370. (5) The reactants are Cl[C:2]1[C:3]([C:11]([CH:14]2[CH2:19][CH2:18][CH2:17][CH2:16][CH2:15]2)=[N:12][OH:13])=[C:4]2[CH:10]=[CH:9][NH:8][C:5]2=[N:6][CH:7]=1.CC(C)([O-])C.[K+]. The catalyst is CS(C)=O. The product is [CH:14]1([C:11]2[C:3]3=[C:4]4[CH:10]=[CH:9][NH:8][C:5]4=[N:6][CH:7]=[C:2]3[O:13][N:12]=2)[CH2:19][CH2:18][CH2:17][CH2:16][CH2:15]1. The yield is 0.460. (6) The product is [C:36]([O:35][C:33]([N:27]([C@@H:22]1[C:23]2[C:19](=[C:18]([C:15]3[S:14][C:13]([C:5]4[CH:6]=[CH:7][C:8]([O:9][CH:10]([CH3:12])[CH3:11])=[C:3]([C:1]#[N:2])[CH:4]=4)=[N:17][CH:16]=3)[CH:26]=[CH:25][CH:24]=2)[CH2:20][CH2:21]1)[CH2:28][C:29]([O:31][CH3:32])=[O:30])=[O:34])([CH3:39])([CH3:38])[CH3:37]. The yield is 0.960. The reactants are [C:1]([C:3]1[CH:4]=[C:5]([C:13]2[S:14][C:15]([C:18]3[CH:26]=[CH:25][CH:24]=[C:23]4[C:19]=3[CH2:20][CH2:21][C@@H:22]4[NH:27][CH2:28][C:29]([O:31][CH3:32])=[O:30])=[CH:16][N:17]=2)[CH:6]=[CH:7][C:8]=1[O:9][CH:10]([CH3:12])[CH3:11])#[N:2].[C:33](O[C:33]([O:35][C:36]([CH3:39])([CH3:38])[CH3:37])=[O:34])([O:35][C:36]([CH3:39])([CH3:38])[CH3:37])=[O:34]. The catalyst is C(Cl)Cl. (7) The reactants are Br[C:2]1[CH:10]=[C:9]([Cl:11])[C:8]([O:12][CH3:13])=[CH:7][C:3]=1[C:4]([OH:6])=[O:5].[Li]CCCC.[C:19]([C:21]1[CH:22]=[C:23]([CH:30]=[CH:31][CH:32]=1)[C:24](N(OC)C)=[O:25])#[N:20].Cl. The catalyst is C1COCC1.O. The product is [Cl:11][C:9]1[C:8]([O:12][CH3:13])=[CH:7][C:3]([C:4]([OH:6])=[O:5])=[C:2]([C:24](=[O:25])[C:23]2[CH:30]=[CH:31][CH:32]=[C:21]([C:19]#[N:20])[CH:22]=2)[CH:10]=1. The yield is 0.840.